This data is from Full USPTO retrosynthesis dataset with 1.9M reactions from patents (1976-2016). The task is: Predict the reactants needed to synthesize the given product. (1) Given the product [NH2:1][C:2]1[C:3]2[S:22][C:20](=[O:21])[O:18][C:4]=2[N:5]=[C:6]([S:8][CH2:9][C:10]2[CH:15]=[CH:14][CH:13]=[C:12]([F:16])[C:11]=2[F:17])[N:7]=1, predict the reactants needed to synthesize it. The reactants are: [NH2:1][C:2]1[N:7]=[C:6]([S:8][CH2:9][C:10]2[CH:15]=[CH:14][CH:13]=[C:12]([F:16])[C:11]=2[F:17])[N:5]=[C:4]([OH:18])[CH:3]=1.Cl[C:20]([S:22]Cl)=[O:21]. (2) Given the product [CH3:2][O:3][C:4](=[O:30])[C:5]1[C:6](=[CH:11][C:12]([CH2:15][C:16]2[CH:21]=[CH:20][CH:19]=[CH:18][C:17]=2[NH2:22])=[CH:13][CH:14]=1)[C:7]([O:9][CH3:10])=[O:8], predict the reactants needed to synthesize it. The reactants are: Cl.[CH3:2][O:3][C:4](=[O:30])[C:5]1[C:6](=[CH:11][C:12]([CH2:15][C:16]2[CH:21]=[CH:20][CH:19]=[CH:18][C:17]=2[NH:22]C(OC(C)(C)C)=O)=[CH:13][CH:14]=1)[C:7]([O:9][CH3:10])=[O:8]. (3) Given the product [CH:1]([C:4]1[CH:9]=[CH:8][C:7]([CH:10]2[C:14]3[C:15]([CH3:22])=[C:16]([NH:21][C:25](=[O:32])[C:26]4[CH:31]=[CH:30][CH:29]=[CH:28][CH:27]=4)[C:17]([CH3:20])=[C:18]([CH3:19])[C:13]=3[O:12][C:11]2([CH3:24])[CH3:23])=[CH:6][CH:5]=1)([CH3:3])[CH3:2], predict the reactants needed to synthesize it. The reactants are: [CH:1]([C:4]1[CH:9]=[CH:8][C:7]([CH:10]2[C:14]3[C:15]([CH3:22])=[C:16]([NH2:21])[C:17]([CH3:20])=[C:18]([CH3:19])[C:13]=3[O:12][C:11]2([CH3:24])[CH3:23])=[CH:6][CH:5]=1)([CH3:3])[CH3:2].[C:25](Cl)(=[O:32])[C:26]1[CH:31]=[CH:30][CH:29]=[CH:28][CH:27]=1.